Dataset: Human liver microsome stability data. Task: Regression/Classification. Given a drug SMILES string, predict its absorption, distribution, metabolism, or excretion properties. Task type varies by dataset: regression for continuous measurements (e.g., permeability, clearance, half-life) or binary classification for categorical outcomes (e.g., BBB penetration, CYP inhibition). Dataset: hlm. (1) The drug is Cc1cc(C)c2c(N)c(C(N)=O)sc2n1. The result is 0 (unstable in human liver microsomes). (2) The drug is CNC(=O)[C@@H](NC(=O)c1ccc(-c2ccc(CSc3nc(O)c4c(n3)CCC4)c(F)c2)o1)C1CC1. The result is 0 (unstable in human liver microsomes). (3) The molecule is COCCOc1cc2ncnc(N3CCN(C(=O)Nc4ccc(Oc5ccc6[nH]ccc6c5)cc4)CC3)c2cc1OC. The result is 1 (stable in human liver microsomes).